This data is from Reaction yield outcomes from USPTO patents with 853,638 reactions. The task is: Predict the reaction yield, written as a fraction of the theoretical maximum amount of product (1.0 means a 100% yield; for example, 0.34 means a 34% yield). (1) The reactants are [O:1]1[C:7]2[CH:8]=[C:9]([C:12]([O:14][CH3:15])=[O:13])[CH:10]=[CH:11][C:6]=2[CH2:5][NH:4][CH2:3][CH2:2]1.CCN(CC)CC.[CH3:23][C:24]([CH3:29])([CH3:28])[C:25](Cl)=[O:26]. The catalyst is C(Cl)Cl. The product is [C:25]([N:4]1[CH2:5][C:6]2[CH:11]=[CH:10][C:9]([C:12]([O:14][CH3:15])=[O:13])=[CH:8][C:7]=2[O:1][CH2:2][CH2:3]1)(=[O:26])[C:24]([CH3:29])([CH3:28])[CH3:23]. The yield is 0.800. (2) The reactants are [Li+:1].C[Si]([N-][Si](C)(C)C)(C)C.[C:11]([C:15]1[CH:20]=[CH:19][CH:18]=[CH:17][CH:16]=1)(=[O:14])[CH2:12][CH3:13].[C:21]([O:28][CH2:29][CH3:30])(=[O:27])[C:22]([O:24]CC)=O. The catalyst is C(OCC)C. The product is [CH2:29]([O:28][C:21](=[O:27])/[C:22](/[O-:24])=[C:12](\[CH3:13])/[C:11](=[O:14])[C:15]1[CH:20]=[CH:19][CH:18]=[CH:17][CH:16]=1)[CH3:30].[Li+:1]. The yield is 0.690. (3) The reactants are Br[CH:2]([C:5](=O)[C:6]([CH3:9])([CH3:8])[CH3:7])[C:3]#[N:4].[NH2:11][C:12]([NH2:14])=[S:13]. No catalyst specified. The product is [NH2:14][C:12]1[S:13][C:2]([C:3]#[N:4])=[C:5]([C:6]([CH3:9])([CH3:8])[CH3:7])[N:11]=1. The yield is 0.663.